This data is from NCI-60 drug combinations with 297,098 pairs across 59 cell lines. The task is: Regression. Given two drug SMILES strings and cell line genomic features, predict the synergy score measuring deviation from expected non-interaction effect. (1) Drug 2: CC(CN1CC(=O)NC(=O)C1)N2CC(=O)NC(=O)C2. Cell line: CAKI-1. Drug 1: C1=CC(=C2C(=C1NCCNCCO)C(=O)C3=C(C=CC(=C3C2=O)O)O)NCCNCCO. Synergy scores: CSS=54.3, Synergy_ZIP=-5.47, Synergy_Bliss=-6.26, Synergy_Loewe=-0.871, Synergy_HSA=1.22. (2) Drug 1: C1CCC(C1)C(CC#N)N2C=C(C=N2)C3=C4C=CNC4=NC=N3. Drug 2: CCCS(=O)(=O)NC1=C(C(=C(C=C1)F)C(=O)C2=CNC3=C2C=C(C=N3)C4=CC=C(C=C4)Cl)F. Cell line: SNB-19. Synergy scores: CSS=-8.28, Synergy_ZIP=3.28, Synergy_Bliss=0.102, Synergy_Loewe=-2.15, Synergy_HSA=-3.74. (3) Drug 1: C1=NC2=C(N=C(N=C2N1C3C(C(C(O3)CO)O)O)F)N. Drug 2: CCC(=C(C1=CC=CC=C1)C2=CC=C(C=C2)OCCN(C)C)C3=CC=CC=C3.C(C(=O)O)C(CC(=O)O)(C(=O)O)O. Cell line: HT29. Synergy scores: CSS=-0.0490, Synergy_ZIP=5.45, Synergy_Bliss=0.306, Synergy_Loewe=-1.40, Synergy_HSA=-1.08. (4) Drug 1: CC12CCC(CC1=CCC3C2CCC4(C3CC=C4C5=CN=CC=C5)C)O. Drug 2: CC1=C2C(C(=O)C3(C(CC4C(C3C(C(C2(C)C)(CC1OC(=O)C(C(C5=CC=CC=C5)NC(=O)OC(C)(C)C)O)O)OC(=O)C6=CC=CC=C6)(CO4)OC(=O)C)OC)C)OC. Cell line: MDA-MB-435. Synergy scores: CSS=85.7, Synergy_ZIP=18.6, Synergy_Bliss=18.5, Synergy_Loewe=9.15, Synergy_HSA=19.2. (5) Drug 1: C1=NC2=C(N=C(N=C2N1C3C(C(C(O3)CO)O)F)Cl)N. Drug 2: CC1=C2C(C(=O)C3(C(CC4C(C3C(C(C2(C)C)(CC1OC(=O)C(C(C5=CC=CC=C5)NC(=O)OC(C)(C)C)O)O)OC(=O)C6=CC=CC=C6)(CO4)OC(=O)C)O)C)O. Cell line: A498. Synergy scores: CSS=-2.08, Synergy_ZIP=0.358, Synergy_Bliss=-0.971, Synergy_Loewe=-1.69, Synergy_HSA=-2.38. (6) Drug 1: CCC1(CC2CC(C3=C(CCN(C2)C1)C4=CC=CC=C4N3)(C5=C(C=C6C(=C5)C78CCN9C7C(C=CC9)(C(C(C8N6C)(C(=O)OC)O)OC(=O)C)CC)OC)C(=O)OC)O.OS(=O)(=O)O. Drug 2: C1=NC2=C(N=C(N=C2N1C3C(C(C(O3)CO)O)F)Cl)N. Cell line: OVCAR-8. Synergy scores: CSS=27.9, Synergy_ZIP=-0.557, Synergy_Bliss=2.66, Synergy_Loewe=-16.1, Synergy_HSA=1.10.